From a dataset of Reaction yield outcomes from USPTO patents with 853,638 reactions. Predict the reaction yield, written as a fraction of the theoretical maximum amount of product (1.0 means a 100% yield; for example, 0.34 means a 34% yield). (1) No catalyst specified. The reactants are [CH3:1][N:2]([CH3:32])[C:3]([C:5]1[N:26]([CH:27]2[CH2:31][CH2:30][CH2:29][CH2:28]2)[C:8]2[N:9]=[C:10]([NH:13][C:14]3[CH:19]=[CH:18][C:17]([N:20]4[CH2:25][CH2:24][NH:23][CH2:22][CH2:21]4)=[CH:16][N:15]=3)[N:11]=[CH:12][C:7]=2[CH:6]=1)=[O:4].[N:33]1([C:39](Br)=[O:40])[CH2:38][CH2:37][CH2:36][CH2:35][CH2:34]1. The product is [CH3:1][N:2]([CH3:32])[C:3]([C:5]1[N:26]([CH:27]2[CH2:31][CH2:30][CH2:29][CH2:28]2)[C:8]2[N:9]=[C:10]([NH:13][C:14]3[CH:19]=[CH:18][C:17]([N:20]4[CH2:21][CH2:22][N:23]([C:39]([N:33]5[CH2:38][CH2:37][CH2:36][CH2:35][CH2:34]5)=[O:40])[CH2:24][CH2:25]4)=[CH:16][N:15]=3)[N:11]=[CH:12][C:7]=2[CH:6]=1)=[O:4]. The yield is 0.640. (2) The product is [Br:15][C:16]1[CH:17]=[CH:18][C:19]([O:14][CH2:13][CH:9]2[CH2:8][O:7][C:6]3=[N:5][C:4]([N+:1]([O-:3])=[O:2])=[CH:12][N:11]3[CH2:10]2)=[N:20][CH:21]=1. No catalyst specified. The yield is 0.670. The reactants are [N+:1]([C:4]1[N:5]=[C:6]2[N:11]([CH:12]=1)[CH2:10][CH:9]([CH2:13][OH:14])[CH2:8][O:7]2)([O-:3])=[O:2].[Br:15][C:16]1[CH:17]=[CH:18][C:19](F)=[N:20][CH:21]=1.[H-].[Na+].